From a dataset of Reaction yield outcomes from USPTO patents with 853,638 reactions. Predict the reaction yield, written as a fraction of the theoretical maximum amount of product (1.0 means a 100% yield; for example, 0.34 means a 34% yield). (1) The reactants are [CH2:1]([O:8][C:9]1[CH:10]=[CH:11][C:12]([OH:18])=[C:13]([C:15](=O)[CH3:16])[CH:14]=1)[C:2]1[CH:7]=[CH:6][CH:5]=[CH:4][CH:3]=1.C(=O)([O-])[O-].[K+].[K+].Br[CH2:26][C:27]([CH:29]1[CH2:34][CH2:33][CH2:32][CH2:31][CH2:30]1)=[O:28]. The catalyst is CN(C)C=O. The product is [CH2:1]([O:8][C:9]1[CH:10]=[CH:11][C:12]2[O:18][C:26]([C:27]([CH:29]3[CH2:34][CH2:33][CH2:32][CH2:31][CH2:30]3)=[O:28])=[C:15]([CH3:16])[C:13]=2[CH:14]=1)[C:2]1[CH:7]=[CH:6][CH:5]=[CH:4][CH:3]=1. The yield is 0.430. (2) The reactants are [CH2:1]([C@@H:8]1[CH2:30][N:11]2[C:12](=[O:29])[N:13]([CH2:26][CH2:27][CH3:28])[C:14]3[NH:18][C:17]([C:19]4[CH:24]=[CH:23][CH:22]=[CH:21][CH:20]=4)=[C:16](Cl)[C:15]=3[C:10]2=[N:9]1)[C:2]1[CH:7]=[CH:6][CH:5]=[CH:4][CH:3]=1. The catalyst is C(O)C.[C].[Pd]. The product is [CH2:1]([C@@H:8]1[CH2:30][N:11]2[C:12](=[O:29])[N:13]([CH2:26][CH2:27][CH3:28])[C:14]3[NH:18][C:17]([C:19]4[CH:20]=[CH:21][CH:22]=[CH:23][CH:24]=4)=[CH:16][C:15]=3[C:10]2=[N:9]1)[C:2]1[CH:3]=[CH:4][CH:5]=[CH:6][CH:7]=1. The yield is 0.0800. (3) The reactants are [Cl:1][C:2]1[C:7]2=[N:8][O:9][N:10]=[C:6]2[C:5]([N+:11]([O-])=O)=[CH:4][CH:3]=1. The catalyst is CC(O)=O.CCOC(C)=O.O.[Fe]. The product is [NH2:11][C:5]1[C:6]2[C:7](=[N:8][O:9][N:10]=2)[C:2]([Cl:1])=[CH:3][CH:4]=1. The yield is 0.940. (4) The reactants are [CH2:1]([C:3]1([CH2:13][CH2:14][O:15][C:16]2[CH:21]=[CH:20][N:19]=[C:18]([CH2:22]O)[C:17]=2[CH3:24])[O:12][CH2:11][C:6]2([O:10][CH2:9][CH2:8][O:7]2)[CH2:5][O:4]1)[CH3:2].C(N(CC)CC)C.CS(Cl)(=O)=O.[SH:37][C:38]1[NH:39][C:40]2[CH:46]=[CH:45][CH:44]=[CH:43][C:41]=2[N:42]=1. The catalyst is C1COCC1. The product is [CH2:1]([C:3]1([CH2:13][CH2:14][O:15][C:16]2[CH:21]=[CH:20][N:19]=[C:18]([CH2:22][S:37][C:38]3[NH:42][C:41]4[CH:43]=[CH:44][CH:45]=[CH:46][C:40]=4[N:39]=3)[C:17]=2[CH3:24])[O:12][CH2:11][C:6]2([O:7][CH2:8][CH2:9][O:10]2)[CH2:5][O:4]1)[CH3:2]. The yield is 0.527. (5) The reactants are [ClH:1].Cl.[NH2:3][CH:4]1[CH2:9][CH2:8][N:7]([CH2:10][CH2:11][N:12]2[C:21]3[C:16](=[CH:17][CH:18]=[C:19]([F:22])[CH:20]=3)[N:15]=[CH:14][C:13]2=[O:23])[CH2:6][CH2:5]1.O=[C:25]1[CH2:30][O:29][C:28]2[CH:31]=[CH:32][C:33]([CH:35]=O)=[N:34][C:27]=2N1.C(O[BH-](OC(=O)C)OC(=O)C)(=O)C.[Na+].C(=O)(O)[O-].[Na+]. The catalyst is CO.C(N(CC)CC)C.C(Cl)(Cl)Cl. The product is [ClH:1].[ClH:1].[O:29]1[C:28]2=[CH:27][N:34]=[C:33]([CH2:35][NH:3][CH:4]3[CH2:5][CH2:6][N:7]([CH2:10][CH2:11][N:12]4[C:21]5[C:16](=[CH:17][CH:18]=[C:19]([F:22])[CH:20]=5)[N:15]=[CH:14][C:13]4=[O:23])[CH2:8][CH2:9]3)[CH:32]=[C:31]2[CH2:25][CH2:30]1. The yield is 0.910. (6) The reactants are [F:1][C:2]1[CH:7]=[CH:6][CH:5]=[C:4]([F:8])[C:3]=1[N:9]1[C:14]2[N:15]=[C:16]([S:29][CH3:30])[N:17]=[C:18]([C:19]3[CH:20]=[C:21]([CH:25]=[CH:26][C:27]=3[CH3:28])[C:22](O)=[O:23])[C:13]=2[CH2:12][NH:11][C:10]1=[O:31].[CH2:32]([NH2:35])[CH2:33][CH3:34].CN(C(ON1N=NC2C=CC=NC1=2)=[N+](C)C)C.F[P-](F)(F)(F)(F)F.C(N(C(C)C)CC)(C)C. The catalyst is C(Cl)Cl.O. The product is [F:1][C:2]1[CH:7]=[CH:6][CH:5]=[C:4]([F:8])[C:3]=1[N:9]1[C:14]2[N:15]=[C:16]([S:29][CH3:30])[N:17]=[C:18]([C:19]3[CH:20]=[C:21]([CH:25]=[CH:26][C:27]=3[CH3:28])[C:22]([NH:35][CH2:32][CH2:33][CH3:34])=[O:23])[C:13]=2[CH2:12][NH:11][C:10]1=[O:31]. The yield is 0.840. (7) The reactants are [Br:1][C:2]1[CH:3]=[CH:4][C:5]([OH:11])=[C:6]([C:8](=[O:10])[CH3:9])[CH:7]=1.C[Si]([N-][Si](C)(C)C)(C)C.[Li+].[C:22](=O)([O:25]C)[O:23][CH3:24].Cl. The catalyst is O1CCCC1. The product is [OH:11][C:5]1[CH:4]=[CH:3][C:2]([Br:1])=[CH:7][C:6]=1[C:8]([CH2:9][C:22]([O:23][CH3:24])=[O:25])=[O:10]. The yield is 0.526.